Dataset: Reaction yield outcomes from USPTO patents with 853,638 reactions. Task: Predict the reaction yield, written as a fraction of the theoretical maximum amount of product (1.0 means a 100% yield; for example, 0.34 means a 34% yield). (1) The reactants are [NH2:1][C:2]1[N:7]=[C:6]([NH2:8])[C:5](Br)=[CH:4][N:3]=1.CCO[C:13]([S-:15])=[S:14].[K+].O.OS(O)(=O)=O. The catalyst is CN(C=O)C. The product is [NH2:1][C:2]1[N:3]=[CH:4][C:5]2[S:15][C:13](=[S:14])[NH:8][C:6]=2[N:7]=1. The yield is 0.890. (2) The reactants are Cl[CH2:2][CH2:3][C:4]1[N:5]=[C:6]2[C:19]3[CH:18]=[CH:17][CH:16]=[CH:15][C:14]=3C3C=CC=CC=3[N:7]2[CH:20]=1.[CH:21]([Mg]Cl)([CH3:23])[CH3:22].[CH2:26]1[CH2:30]OC[CH2:27]1. No catalyst specified. The product is [N:7]1[CH:20]=[C:4]2[CH2:3][CH2:2][C:26]3[CH:30]=[CH:23][CH:21]=[C:22]4[C:27]=3[N:5]2[C:6]=1[C:19]1[CH:18]=[CH:17][CH:16]=[CH:15][C:14]=14. The yield is 0.710. (3) The yield is 0.810. The reactants are [H-].[Na+].[O:3]1[CH2:6][CH:5]([OH:7])[CH2:4]1.Cl[C:9]1[CH:14]=[CH:13][N:12]=[CH:11][C:10]=1[N+:15]([O-:17])=[O:16]. The product is [N+:15]([C:10]1[CH:11]=[N:12][CH:13]=[CH:14][C:9]=1[O:7][CH:5]1[CH2:6][O:3][CH2:4]1)([O-:17])=[O:16]. The catalyst is C1COCC1. (4) The reactants are [CH2:1]([O:3][C:4](=[O:19])[C:5]([C:10]([C:12]1[C:17](F)=[CH:16][CH:15]=[CH:14][N:13]=1)=[O:11])=[CH:6][N:7]([CH3:9])C)[CH3:2].[O-]P([O-])([O-])=O.[K+].[K+].[K+].[C:28]1([C:36]2[CH:41]=[CH:40][CH:39]=[CH:38][CH:37]=2)[CH:33]=[CH:32][CH:31]=[CH:30][C:29]=1CN. The product is [CH2:1]([O:3][C:4]([C:5]1[C:10](=[O:11])[C:12]2[C:17](=[CH:16][CH:15]=[CH:14][N:13]=2)[N:7]([CH2:9][C:41]2[CH:40]=[CH:39][CH:38]=[CH:37][C:36]=2[C:28]2[CH:29]=[CH:30][CH:31]=[CH:32][CH:33]=2)[CH:6]=1)=[O:19])[CH3:2]. The yield is 0.350. The catalyst is CC(N(C)C)=O. (5) The reactants are CCN(C(C)C)C(C)C.[CH3:10][O:11][C@H:12]([CH3:16])[C:13](O)=[O:14].C1N(P([Cl:31])(N2C(=O)OCC2)=O)C(=O)OC1.[NH2:32][C:33]1[C:41]2[C:36](=[N:37][CH:38]=[C:39]([Cl:56])[C:40]=2[N:42]2[CH2:47][CH2:46][CH2:45][C@@H:44]([NH:48]C(=O)OC(C)(C)C)[CH2:43]2)[NH:35][CH:34]=1.[Li+].[OH-]. The catalyst is CN1C(=O)CCC1.C(#N)C.O.C(Cl)Cl. The product is [ClH:31].[NH2:48][C@@H:44]1[CH2:45][CH2:46][CH2:47][N:42]([C:40]2[C:39]([Cl:56])=[CH:38][N:37]=[C:36]3[NH:35][CH:34]=[C:33]([NH:32][C:13](=[O:14])[C@H:12]([O:11][CH3:10])[CH3:16])[C:41]=23)[CH2:43]1. The yield is 0.560. (6) The reactants are Br[C:2]1[CH:6]=[CH:5][S:4][C:3]=1[CH2:7][C:8](=O)[CH2:9][CH2:10][CH2:11][CH2:12][CH3:13].C([O-])([O-])=O.[K+].[K+].CN(C)C=O.[SH:26][CH2:27][C:28]([O:30][CH2:31][CH3:32])=[O:29]. The catalyst is C1OCCOCCOCCOCCOCCOC1.O. The product is [CH2:8]([C:7]1[C:3]2[S:4][CH:5]=[CH:6][C:2]=2[S:26][C:27]=1[C:28]([O:30][CH2:31][CH3:32])=[O:29])[CH2:9][CH2:10][CH2:11][CH2:12][CH3:13]. The yield is 0.845. (7) The reactants are [Cl:1][C:2]1[CH:10]=[CH:9][C:8]2[N:7]([CH2:11][C:12]([O:14][CH2:15][CH3:16])=[O:13])[C:6]3[CH2:17][CH2:18][N:19]([CH3:21])[CH2:20][C:5]=3[C:4]=2[CH:3]=1.[CH3:22]C(O)C. No catalyst specified. The product is [Cl:1][C:2]1[CH:10]=[CH:9][C:8]2[N:7]([CH2:11][C:12]([O:14][CH:15]([CH3:22])[CH3:16])=[O:13])[C:6]3[CH2:17][CH2:18][N:19]([CH3:21])[CH2:20][C:5]=3[C:4]=2[CH:3]=1. The yield is 0.100.